From a dataset of Full USPTO retrosynthesis dataset with 1.9M reactions from patents (1976-2016). Predict the reactants needed to synthesize the given product. (1) Given the product [OH:8][C:9]1[CH:14]=[CH:13][N:12]([C:15]2[CH:20]=[CH:19][C:18]([O:21][CH2:22][C:23]([OH:26])([CH3:24])[CH3:25])=[C:17]([O:27][CH3:28])[CH:16]=2)[C:11](=[O:29])[CH:10]=1, predict the reactants needed to synthesize it. The reactants are: C([O:8][C:9]1[CH:14]=[CH:13][N:12]([C:15]2[CH:20]=[CH:19][C:18]([O:21][CH2:22][C:23]([OH:26])([CH3:25])[CH3:24])=[C:17]([O:27][CH3:28])[CH:16]=2)[C:11](=[O:29])[CH:10]=1)C1C=CC=CC=1. (2) Given the product [CH3:1][N:2]([CH3:35])[CH2:3][CH2:4][N:5]1[CH2:10][CH2:9][N:8]([C:11]2[N:12]=[CH:13][C:14]3[CH:20]=[C:19]([C:21]4[CH:26]=[CH:25][CH:24]=[CH:23][CH:22]=4)[C:18]([C:27]4[CH:34]=[CH:33][C:30]([CH2:31][N:43]5[CH2:48][CH2:47][CH:46]([C:49]6[NH:50][C:51]([C:54]7[CH:59]=[CH:58][N+:57]([O-:60])=[CH:56][CH:55]=7)=[N:52][N:53]=6)[CH2:45][CH2:44]5)=[CH:29][CH:28]=4)=[N:17][C:15]=3[N:16]=2)[CH2:7][CH2:6]1, predict the reactants needed to synthesize it. The reactants are: [CH3:1][N:2]([CH3:35])[CH2:3][CH2:4][N:5]1[CH2:10][CH2:9][N:8]([C:11]2[N:12]=[CH:13][C:14]3[CH:20]=[C:19]([C:21]4[CH:26]=[CH:25][CH:24]=[CH:23][CH:22]=4)[C:18]([C:27]4[CH:34]=[CH:33][C:30]([CH:31]=O)=[CH:29][CH:28]=4)=[N:17][C:15]=3[N:16]=2)[CH2:7][CH2:6]1.FC(F)(F)C(O)=O.[NH:43]1[CH2:48][CH2:47][CH:46]([C:49]2[NH:50][C:51]([C:54]3[CH:59]=[CH:58][N+:57]([O-:60])=[CH:56][CH:55]=3)=[N:52][N:53]=2)[CH2:45][CH2:44]1.CCN(CC)CC.CC(O)=O.C(O[BH-](OC(=O)C)OC(=O)C)(=O)C.[Na+]. (3) Given the product [C:49]([N:48]([CH3:52])[C:45]1[CH:46]=[CH:47][C:42]([C:31]2[CH:32]=[CH:33][C:34]([O:35][CH3:36])=[C:29]([CH2:28][N:15]([C:16]([C:18]3[S:22][C:21]4[CH:23]=[CH:24][CH:25]=[CH:26][C:20]=4[C:19]=3[Cl:27])=[O:17])[CH:12]3[CH2:11][CH2:10][CH:9]([N:8]([CH3:40])[C:1](=[O:2])[O:3][C:4]([CH3:6])([CH3:7])[CH3:5])[CH2:14][CH2:13]3)[CH:30]=2)=[CH:43][CH:44]=1)(=[O:51])[CH3:50], predict the reactants needed to synthesize it. The reactants are: [C:1]([N:8]([CH3:40])[CH:9]1[CH2:14][CH2:13][CH:12]([N:15]([CH2:28][C:29]2[CH:30]=[C:31](B(O)O)[CH:32]=[CH:33][C:34]=2[O:35][CH3:36])[C:16]([C:18]2[S:22][C:21]3[CH:23]=[CH:24][CH:25]=[CH:26][C:20]=3[C:19]=2[Cl:27])=[O:17])[CH2:11][CH2:10]1)([O:3][C:4]([CH3:7])([CH3:6])[CH3:5])=[O:2].Br[C:42]1[CH:47]=[CH:46][C:45]([N:48]([CH3:52])[C:49](=[O:51])[CH3:50])=[CH:44][CH:43]=1. (4) Given the product [CH2:3]([O:10][C:11]1[CH:28]=[CH:27][C:14]([CH:15]([C:31]#[N:32])[CH2:16][C:22]([OH:24])=[O:23])=[C:13]([O:29][CH3:30])[CH:12]=1)[C:4]1[CH:5]=[CH:6][CH:7]=[CH:8][CH:9]=1, predict the reactants needed to synthesize it. The reactants are: CO.[CH2:3]([O:10][C:11]1[CH:28]=[CH:27][C:14]([CH:15]=[C:16]([C:22]([O:24]CC)=[O:23])C(OCC)=O)=[C:13]([O:29][CH3:30])[CH:12]=1)[C:4]1[CH:9]=[CH:8][CH:7]=[CH:6][CH:5]=1.[C-:31]#[N:32].[K+]. (5) Given the product [Cl:1][C:2]1[CH:3]=[C:4]([C:9]2([C:28]([F:29])([F:31])[F:30])[O:13][N:12]=[C:11]([C:14]3[CH:26]=[C:25]([I:32])[C:17]([C:18]([NH:20][C:21](=[O:24])[O:22][CH3:23])=[O:19])=[C:16]([CH3:27])[CH:15]=3)[CH2:10]2)[CH:5]=[C:6]([Cl:8])[CH:7]=1, predict the reactants needed to synthesize it. The reactants are: [Cl:1][C:2]1[CH:3]=[C:4]([C:9]2([C:28]([F:31])([F:30])[F:29])[O:13][N:12]=[C:11]([C:14]3[CH:26]=[CH:25][C:17]([C:18]([NH:20][C:21](=[O:24])[O:22][CH3:23])=[O:19])=[C:16]([CH3:27])[CH:15]=3)[CH2:10]2)[CH:5]=[C:6]([Cl:8])[CH:7]=1.[I:32]N1C(=O)CCC1=O.S([O-])([O-])(=O)=S.[Na+].[Na+]. (6) Given the product [N:15]1[C:7]2[NH:8][C:9]3[CH:10]=[N:11][CH:12]=[CH:13][C:14]=3[C:6]=2[C:4]([OH:5])=[N:23][CH:21]=1, predict the reactants needed to synthesize it. The reactants are: C(O[C:4]([C:6]1[C:14]2[C:9](=[CH:10][N:11]=[CH:12][CH:13]=2)[NH:8][C:7]=1[NH2:15])=[O:5])C.C([O-])=O.[NH4+].Cl.[CH:21]([NH2:23])=O. (7) Given the product [NH2:11][C:10]1[NH:24][N:23]=[C:8]([C:5]2[CH:6]=[CH:7][C:2]([Cl:1])=[CH:3][CH:4]=2)[C:9]=1[C:12]1[CH:17]=[CH:16][N:15]=[CH:14][CH:13]=1, predict the reactants needed to synthesize it. The reactants are: [Cl:1][C:2]1[CH:7]=[CH:6][C:5]([C:8](=O)[CH:9]([C:12]2[CH:17]=[CH:16][N:15]=[CH:14][CH:13]=2)[C:10]#[N:11])=[CH:4][CH:3]=1.P(Cl)(Cl)Cl.[NH2:23][NH2:24]. (8) Given the product [Br:1][C:18]1[CH:19]=[C:20]([C:21]([O:23][CH3:24])=[O:22])[C:15]([O:14][CH2:12][CH3:13])=[CH:16][C:17]=1[C:25]1[CH:26]=[CH:27][C:28]([F:31])=[CH:29][CH:30]=1, predict the reactants needed to synthesize it. The reactants are: [Br:1]N1C(=O)NC(=O)N(Br)C1=O.[CH2:12]([O:14][C:15]1[CH:16]=[C:17]([C:25]2[CH:30]=[CH:29][C:28]([F:31])=[CH:27][CH:26]=2)[CH:18]=[CH:19][C:20]=1[C:21]([O:23][CH3:24])=[O:22])[CH3:13].CN(C=O)C. (9) Given the product [CH2:1]([O:8][C@H:9]1[CH2:13][N:12]([C:14]([O:16][C:17]([CH3:18])([CH3:19])[CH3:20])=[O:15])[C@H:11]([CH:21]=[O:22])[CH2:10]1)[C:2]1[CH:7]=[CH:6][CH:5]=[CH:4][CH:3]=1, predict the reactants needed to synthesize it. The reactants are: [CH2:1]([O:8][C@H:9]1[CH2:13][N:12]([C:14]([O:16][C:17]([CH3:20])([CH3:19])[CH3:18])=[O:15])[C@H:11]([CH2:21][OH:22])[CH2:10]1)[C:2]1[CH:7]=[CH:6][CH:5]=[CH:4][CH:3]=1.C(N(CC)CC)C.O. (10) Given the product [NH2:11][C:8]1[CH:9]=[CH:10][C:5]([O:4][C:3]2[CH:25]=[CH:26][C:27]([F:29])=[CH:28][C:2]=2[F:1])=[C:6]([C:14]2[NH:15][C:16]([CH3:24])=[C:17]3[C:22]=2[CH:21]=[N:20][NH:19][C:18]3=[O:23])[CH:7]=1, predict the reactants needed to synthesize it. The reactants are: [F:1][C:2]1[CH:28]=[C:27]([F:29])[CH:26]=[CH:25][C:3]=1[O:4][C:5]1[CH:10]=[CH:9][C:8]([N+:11]([O-])=O)=[CH:7][C:6]=1[C:14]1[NH:15][C:16]([CH3:24])=[C:17]2[C:22]=1[CH:21]=[N:20][NH:19][C:18]2=[O:23].[H][H].